This data is from Forward reaction prediction with 1.9M reactions from USPTO patents (1976-2016). The task is: Predict the product of the given reaction. (1) Given the reactants Cl[C:2]1[N:22]=[C:5]2[C:6]([NH:10][CH2:11][C:12]3[CH:17]=[CH:16][CH:15]=[CH:14][C:13]=3[S:18]([CH3:21])(=[O:20])=[O:19])=[CH:7][CH:8]=[CH:9][N:4]2[N:3]=1.[CH3:23][N:24]1[CH2:29][CH2:28][N:27]([C:30]2[CH:35]=[CH:34][C:33]([NH2:36])=[CH:32][CH:31]=2)[CH2:26][CH2:25]1.C1(P(C2CCCCC2)C2C=CC=CC=2C2C=CC=CC=2P(C2CCCCC2)C2CCCCC2)CCCCC1, predict the reaction product. The product is: [CH3:21][S:18]([C:13]1[CH:14]=[CH:15][CH:16]=[CH:17][C:12]=1[CH2:11][NH:10][C:6]1[C:5]2[N:4]([N:3]=[C:2]([NH:36][C:33]3[CH:32]=[CH:31][C:30]([N:27]4[CH2:26][CH2:25][N:24]([CH3:23])[CH2:29][CH2:28]4)=[CH:35][CH:34]=3)[N:22]=2)[CH:9]=[CH:8][CH:7]=1)(=[O:20])=[O:19]. (2) Given the reactants [C:1]([O:5][C:6]([NH:8][CH2:9][CH2:10][N:11]1[C:19]2[C:14](=[CH:15][CH:16]=[C:17]([C:20]([O:22][CH3:23])=[O:21])[CH:18]=2)[C:13]([CH:24]2[CH2:29][CH2:28][CH2:27][CH2:26][CH2:25]2)=[C:12]1[C:30]1[CH:35]=[CH:34][CH:33]=[CH:32][C:31]=1[CH2:36][OH:37])=[O:7])([CH3:4])([CH3:3])[CH3:2].C(N(CC)CC)C.[CH3:45][S:46](Cl)(=[O:48])=[O:47].O, predict the reaction product. The product is: [C:1]([O:5][C:6]([NH:8][CH2:9][CH2:10][N:11]1[C:19]2[C:14](=[CH:15][CH:16]=[C:17]([C:20]([O:22][CH3:23])=[O:21])[CH:18]=2)[C:13]([CH:24]2[CH2:29][CH2:28][CH2:27][CH2:26][CH2:25]2)=[C:12]1[C:30]1[CH:35]=[CH:34][CH:33]=[CH:32][C:31]=1[CH2:36][O:37][S:46]([CH3:45])(=[O:48])=[O:47])=[O:7])([CH3:4])([CH3:2])[CH3:3]. (3) Given the reactants Cl[C:2]1[CH:3]=[CH:4][N:5]2[C:10]([C:11]=1[CH3:12])=[C:9]([CH:13]1[CH2:15][CH2:14]1)[CH:8]=[C:7]([C:16]([O:18][CH3:19])=[O:17])[C:6]2=[O:20].C(=O)([O-])[O-].[Cs+].[Cs+].CC1(C)C(C)(C)OB([C:35]2[CH:36]=[C:37]3[C:41](=[CH:42][CH:43]=2)[NH:40][N:39]=[CH:38]3)O1.COCCOC, predict the reaction product. The product is: [CH:13]1([C:9]2[CH:8]=[C:7]([C:16]([O:18][CH3:19])=[O:17])[C:6](=[O:20])[N:5]3[C:10]=2[C:11]([CH3:12])=[C:2]([C:35]2[CH:36]=[C:37]4[C:41](=[CH:42][CH:43]=2)[NH:40][N:39]=[CH:38]4)[CH:3]=[CH:4]3)[CH2:15][CH2:14]1. (4) Given the reactants [O:1]1[CH2:5][CH2:4][O:3][CH:2]1[CH2:6][CH2:7][CH2:8][CH2:9][CH2:10][C:11]([OH:13])=O.[C:14]1([C:21]2[CH:26]=[CH:25][CH:24]=[CH:23][CH:22]=2)[CH:19]=[CH:18][CH:17]=[C:16]([NH2:20])[CH:15]=1.NC1C=CC=CC=1, predict the reaction product. The product is: [C:14]1([C:21]2[CH:22]=[CH:23][CH:24]=[CH:25][CH:26]=2)[CH:19]=[CH:18][CH:17]=[C:16]([NH:20][C:11](=[O:13])[CH2:10][CH2:9][CH2:8][CH2:7][CH2:6][CH:2]2[O:1][CH2:5][CH2:4][O:3]2)[CH:15]=1.